Dataset: CYP2D6 inhibition data for predicting drug metabolism from PubChem BioAssay. Task: Regression/Classification. Given a drug SMILES string, predict its absorption, distribution, metabolism, or excretion properties. Task type varies by dataset: regression for continuous measurements (e.g., permeability, clearance, half-life) or binary classification for categorical outcomes (e.g., BBB penetration, CYP inhibition). Dataset: cyp2d6_veith. (1) The compound is CC(C)[C@@]1(NC(=O)[C@@H]2C[C@H]3c4cccc5[nH]cc(c45)C[C@@H]3N(C)C2)O[C@@]2(O)[C@H]3CCCN3C(=O)[C@H](Cc3ccccc3)N2C1=O.CS(=O)(=O)O. The result is 0 (non-inhibitor). (2) The molecule is CS(=O)(=O)c1ccc([C@H](O)[C@H](CO)NC(=O)C(Cl)Cl)cc1. The result is 0 (non-inhibitor). (3) The molecule is COc1cc(NS(C)(=O)=O)ccc1Nc1c2ccccc2nc2ccccc12. The result is 0 (non-inhibitor). (4) The drug is CC(=O)c1cc2c(cc1NC(=O)CCCC(=O)O)OCO2. The result is 0 (non-inhibitor). (5) The molecule is CO[C@@H]1COC(=O)[C@@H](C)COC(=O)[C@@H](C)NC(=O)C/C=C\[C@@H]1C. The result is 0 (non-inhibitor). (6) The molecule is COc1ccc(C(=O)O[C@H]2CC[C@@]3(C)[C@H]4CC[C@@H]5[C@@]6(O)C[C@@H](O)[C@]7(O)[C@H](CN8C[C@H](C)CC[C@H]8[C@]7(C)O)[C@@]6(O)C[C@]53O[C@]24O)cc1OC. The result is 0 (non-inhibitor). (7) The result is 0 (non-inhibitor). The molecule is c1ccc(-n2ncc3c2ncn2cnnc32)cc1. (8) The compound is Cc1ccccc1C(=O)N/C(=C/c1ccc(-c2cccnc2Cl)o1)C(=O)NCCCN1CCN(C)CC1. The result is 0 (non-inhibitor). (9) The compound is CNC(=S)Nc1ccc2nc(C)c(C)nc2c1. The result is 0 (non-inhibitor). (10) The compound is Cc1cnc(CNc2nc(-c3cccc(NS(C)(=O)=O)c3)nc3ccccc23)cn1. The result is 0 (non-inhibitor).